This data is from Full USPTO retrosynthesis dataset with 1.9M reactions from patents (1976-2016). The task is: Predict the reactants needed to synthesize the given product. (1) Given the product [CH:1]([S:4]([N:7]1[CH2:12][CH2:11][N:10]([CH2:13][CH2:14][NH:15][C@:16]23[CH2:50][CH2:49][C@@H:48]([C:51]([CH3:53])=[CH2:52])[C@@H:17]2[C@@H:18]2[C@@:31]([CH3:34])([CH2:32][CH2:33]3)[C@@:30]3([CH3:35])[C@@H:21]([C@:22]4([CH3:47])[C@@H:27]([CH2:28][CH2:29]3)[C:26]([CH3:36])([CH3:37])[C:25]([C:38]3[CH:46]=[CH:45][C:41]([C:42]([OH:44])=[O:43])=[CH:40][CH:39]=3)=[CH:24][CH2:23]4)[CH2:20][CH2:19]2)[CH2:9][CH2:8]1)(=[O:5])=[O:6])([CH3:3])[CH3:2], predict the reactants needed to synthesize it. The reactants are: [CH:1]1([S:4]([N:7]2[CH2:12][CH2:11][N:10]([CH2:13][CH2:14][NH:15][C@:16]34[CH2:50][CH2:49][C@@H:48]([C:51]([CH3:53])=[CH2:52])[C@@H:17]3[C@@H:18]3[C@@:31]([CH3:34])([CH2:32][CH2:33]4)[C@@:30]4([CH3:35])[C@@H:21]([C@:22]5([CH3:47])[C@@H:27]([CH2:28][CH2:29]4)[C:26]([CH3:37])([CH3:36])[C:25]([C:38]4[CH:46]=[CH:45][C:41]([C:42]([OH:44])=[O:43])=[CH:40][CH:39]=4)=[CH:24][CH2:23]5)[CH2:20][CH2:19]3)[CH2:9][CH2:8]2)(=[O:6])=[O:5])[CH2:3][CH2:2]1.CC(S(Cl)(=O)=O)C. (2) Given the product [Br:1][C:2]1[CH:11]=[CH:10][C:9]2[CH2:8][NH:13][C:7](=[O:12])[CH2:6][CH2:5][C:4]=2[CH:3]=1, predict the reactants needed to synthesize it. The reactants are: [Br:1][C:2]1[CH:3]=[C:4]2[C:9](=[CH:10][CH:11]=1)[CH2:8][C:7](=[O:12])[CH2:6][CH2:5]2.[N-:13]=[N+]=[N-].[Na+].FC(F)(F)S(O)(=O)=O. (3) Given the product [C:25]([C:7]1[CH:8]=[C:9]([CH:11]([N:30]2[CH2:35][CH2:34][O:33][CH2:32][CH2:31]2)[CH2:12][CH2:13][C:14]2[CH:15]=[CH:16][CH:17]=[CH:18][CH:19]=2)[CH:10]=[C:5]([C:1]([CH3:2])([CH3:3])[CH3:4])[C:6]=1[OH:29])([CH3:26])([CH3:27])[CH3:28], predict the reactants needed to synthesize it. The reactants are: [C:1]([C:5]1[CH:10]=[C:9]([CH:11](O[Si](C)(C)C)[CH2:12][CH2:13][C:14]2[CH:19]=[CH:18][CH:17]=[CH:16][CH:15]=2)[CH:8]=[C:7]([C:25]([CH3:28])([CH3:27])[CH3:26])[C:6]=1[OH:29])([CH3:4])([CH3:3])[CH3:2].[NH:30]1[CH2:35][CH2:34][O:33][CH2:32][CH2:31]1. (4) Given the product [CH3:6][N:7]1[CH:11]=[C:10]([C:22]2[CH:30]=[C:29]3[C:25]([CH2:26][CH2:27][N:28]3[C:31](=[O:48])[C@@H:32]([NH:40][C:41](=[O:47])[O:42][C:43]([CH3:44])([CH3:46])[CH3:45])[CH2:33][C:34]3[CH:35]=[CH:36][CH:37]=[CH:38][CH:39]=3)=[CH:24][CH:23]=2)[CH:9]=[N:8]1, predict the reactants needed to synthesize it. The reactants are: CN(C=O)C.[CH3:6][N:7]1[CH:11]=[C:10](B2OC(C)(C)C(C)(C)O2)[CH:9]=[N:8]1.Br[C:22]1[CH:30]=[C:29]2[C:25]([CH2:26][CH2:27][N:28]2[C:31](=[O:48])[C@@H:32]([NH:40][C:41](=[O:47])[O:42][C:43]([CH3:46])([CH3:45])[CH3:44])[CH2:33][C:34]2[CH:39]=[CH:38][CH:37]=[CH:36][CH:35]=2)=[CH:24][CH:23]=1.C(=O)([O-])[O-].[Na+].[Na+]. (5) The reactants are: Cl[C:2]1[C:7]2=[CH:8][CH:9]=[CH:10][N:6]2[N:5]=[CH:4][N:3]=1.[F:11][C:12]1[CH:17]=[C:16]([N+:18]([O-:20])=[O:19])[CH:15]=[CH:14][C:13]=1[OH:21].C(=O)([O-])[O-].[K+].[K+]. Given the product [F:11][C:12]1[CH:17]=[C:16]([N+:18]([O-:20])=[O:19])[CH:15]=[CH:14][C:13]=1[O:21][C:2]1[C:7]2=[CH:8][CH:9]=[CH:10][N:6]2[N:5]=[CH:4][N:3]=1, predict the reactants needed to synthesize it. (6) Given the product [NH2:1][C:2]1[C:6]2[C:7](=[O:28])[N:8]([C@@H:23]([CH:25]3[CH2:26][CH2:27]3)[CH3:24])[CH:9]=[C:10]([C:11]3[CH:15]=[C:14]([N:16]4[CH2:21][CH2:20][O:19][CH2:18][CH2:17]4)[N:13]([CH3:22])[N:12]=3)[C:5]=2[NH:4][N:3]=1, predict the reactants needed to synthesize it. The reactants are: [NH2:1][C:2]1[C:6]2[C:7](=[O:28])[N:8]([CH:23]([CH:25]3[CH2:27][CH2:26]3)[CH3:24])[CH:9]=[C:10]([C:11]3[CH:15]=[C:14]([N:16]4[CH2:21][CH2:20][O:19][CH2:18][CH2:17]4)[N:13]([CH3:22])[N:12]=3)[C:5]=2[NH:4][N:3]=1.C(=O)=O.CO.C(NCC)C.